From a dataset of Peptide-MHC class I binding affinity with 185,985 pairs from IEDB/IMGT. Regression. Given a peptide amino acid sequence and an MHC pseudo amino acid sequence, predict their binding affinity value. This is MHC class I binding data. (1) The peptide sequence is TIVSRSSRGV. The MHC is HLA-A02:06 with pseudo-sequence HLA-A02:06. The binding affinity (normalized) is 0.240. (2) The peptide sequence is PVLEKKVCAI. The MHC is HLA-A02:06 with pseudo-sequence HLA-A02:06. The binding affinity (normalized) is 0.357. (3) The peptide sequence is TQMRTPLHK. The MHC is HLA-A31:01 with pseudo-sequence HLA-A31:01. The binding affinity (normalized) is 0.245.